Binary Classification. Given a miRNA mature sequence and a target amino acid sequence, predict their likelihood of interaction. From a dataset of Experimentally validated miRNA-target interactions with 360,000+ pairs, plus equal number of negative samples. (1) The miRNA is hsa-miR-219a-2-3p with sequence AGAAUUGUGGCUGGACAUCUGU. The protein sequence of the target gene is MLDASGCSWAMWTWALLQLLLLVGPGGCLNRQELFPFGPGQGDLELEAGDDVVSPSLELIGELSFYDRTDITSVYVTTNGIIAMSEPPATEYHPGTFPPSFGSVAPFLADLDTTDGLGNVYYREDLSPFIIQMAAEYVQRGFPEVSFQPTSVVVVTWESVAPYGGPSSSPAEEGKRNTFQAVLASSNSSSYAIFLYPEDGLQFFTTFSKKDESQVPAVVGFSKGLVGFLWKSNGAYNIFANDRESIENLAKSSNAGHQGVWVFEIGSPATAKGVVSADVNLDLDDDGADYEDEDYDLVTS.... Result: 0 (no interaction). (2) The miRNA is hsa-miR-6856-5p with sequence AAGAGAGGAGCAGUGGUGCUGUGG. The protein sequence of the target gene is MEVLESGEQGVLQWDRKLSELSEPGDGEALMYHTHFSELLDEFSQNVLGQLLNDPFLSEKSVSMEVEPSPTSPAPLIQAEHSYSLCEEPRAQSPFTHITTSDSFNDDEVESEKWYLSTDFPSTSIKTEPVTDEPPPGLVPSVTLTITAISTPLEKEEPPLEMNTGVDSSCQTIIPKIKLEPHEVDQFLNFSPKEAPVDHLHLPPTPPSSHGSDSEGSLSPNPRLHPFSLPQTHSPSRAAPRAPSALSSSPLLTAPHKLQGSGPLVLTEEEKRTLIAEGYPIPTKLPLSKSEEKALKKIRR.... Result: 1 (interaction). (3) The miRNA is hsa-miR-133a-3p with sequence UUUGGUCCCCUUCAACCAGCUG. The protein sequence of the target gene is MAEYLASIFGTEKDKVNCSFYFKIGACRHGDRCSRLHNKPTFSQTIALLNIYRNPQNSSQSADGLRCAVSDVEMQEHYDEFFEEVFTEMEEKYGEVEEMNVCDNLGDHLVGNVYVKFRREEDAEKAVIDLNNRWFNGQPIHAELSPVTDFREACCRQYEMGECTRGGFCNFMHLKPISRELRRELYGRRRKKHRSRSRSRERRSRSRDRGRGGGGGGGGGGGGRERDRRRSRDRERSGRF. Result: 0 (no interaction). (4) The miRNA is hsa-miR-4478 with sequence GAGGCUGAGCUGAGGAG. The protein sequence of the target gene is MRAGQQLASMLRWTRAWRLPREGLGPHGPSFARVPVAPSSSSGGRGGAEPRPLPLSYRLLDGEAALPAVVFLHGLFGSKTNFNSIAKILAQQTGRRVLTVDARNHGDSPHSPDMSYEIMSQDLQDLLPQLGLVPCVVVGHSMGGKTAMLLALQRPELVERLIAVDISPVESTGVSHFATYVAAMRAINIADELPRSRARKLADEQLSSVIQDMAVRQHLLTNLVEVDGRFVWRVNLDALTQHLDKILAFPQRQESYLGPTLFLLGGNSQFVHPSHHPEIMRLFPRAQMQTVPNAGHWIHA.... Result: 0 (no interaction). (5) The miRNA is hsa-miR-1271-5p with sequence CUUGGCACCUAGCAAGCACUCA. The protein sequence of the target gene is MESTVATITSTLAAVTASAPPKYDNLWMLILGFIIAFVLAFSVGANDVANSFGTAVGSGVVTLKQACILASIFETVGSALLGAKVSETIRNGLIDVELYNETQDLLMAGSVSAMFGSAVWQLVASFLKLPISGTHCIVGATIGFSLVANGQKGVKWSELIKIVMSWFVSPLLSGIMSGILFFLVRAFILRKADPVPNGLRALPIFYACTIGINLFSIMYTGAPLLGFDKLPLWGTILISVGCAVFCALIVWFFVCPRMKRKIEREVKSSPSESPLMEKKSNLKEDHEETKMAPGDVEHRN.... Result: 0 (no interaction). (6) The miRNA is hsa-miR-610 with sequence UGAGCUAAAUGUGUGCUGGGA. The protein sequence of the target gene is MKICSLTLLSFLLLAAQVLLVEGKKKVKNGLHSKVVSEQKDTLGNTQIKQKSRPGNKGKFVTKDQANCRWAATEQEEGISLKVECTQLDHEFSCVFAGNPTSCLKLKDERVYWKQVARNLRSQKDICRYSKTAVKTRVCRKDFPESSLKLVSSTLFGNTKPRKEKTEMSPREHIKGKETTPSSLAVTQTMATKAPECVEDPDMANQRKTALEFCGETWSSLCTFFLSIVQDTSC. Result: 0 (no interaction). (7) The miRNA is hsa-miR-3064-3p with sequence UUGCCACACUGCAACACCUUACA. The protein sequence of the target gene is MISLTDTQKIGMGLTGFGVFFLFFGMILFFDKALLAIGNVLFVAGLAFVIGLERTFRFFFQRHKVKATGFFLGGVFVVLIGWPLIGMIFEIYGFFLLFRGFFPVVVGFIRRVPVLGSLLNLPGIRSFVDKVGESNNMV. Result: 0 (no interaction). (8) The miRNA is hsa-miR-6728-3p with sequence UCUCUGCUCUGCUCUCCCCAG. The protein sequence of the target gene is MDISKGLPGMQGGLHIWISENRKMVPVPEGAYGNFFEEHCYVILHVPQSPKATQGASSDLHYWVGKQAGAEAQGAAEAFQQRLQDELGGQTVLHREAQGHESDCFCSYFRPGIIYRKGGLASDLKHVETNLFNIQRLLHIKGRKHVSATEVELSWNSFNKGDIFLLDLGKMMIQWNGPKTSISEKARGLALTYSLRDRERGGGRAQIGVVDDEAKAPDLMQIMEAVLGRRVGSLRAATPSKDINQLQKANVRLYHVYEKGKDLVVLELATPPLTQDLLQEEDFYILDQGGFKIYVWQGRM.... Result: 0 (no interaction).